Dataset: Catalyst prediction with 721,799 reactions and 888 catalyst types from USPTO. Task: Predict which catalyst facilitates the given reaction. (1) Reactant: [F:1][C:2]1[CH:8]=[C:7](I)[CH:6]=[CH:5][C:3]=1[NH2:4].[N:10]1[CH:15]=[CH:14][CH:13]=[CH:12][C:11]=1[N:16]1[CH2:21][CH2:20][NH:19][CH2:18][CH2:17]1.OC1C=CC=C2C=1N=CC=C2.C(=O)([O-])[O-].[K+].[K+].[OH-].[NH4+].C. Product: [F:1][C:2]1[CH:8]=[C:7]([N:19]2[CH2:20][CH2:21][N:16]([C:11]3[CH:12]=[CH:13][CH:14]=[CH:15][N:10]=3)[CH2:17][CH2:18]2)[CH:6]=[CH:5][C:3]=1[NH2:4]. The catalyst class is: 148. (2) The catalyst class is: 127. Reactant: [CH3:1][C:2]([C:4]1[CH:9]=[CH:8][C:7]([NH2:10])=[CH:6][CH:5]=1)=[O:3].C([O-])(O)=O.[Na+].Cl[C:17]([O:19][CH2:20][C:21]1[CH:26]=[CH:25][CH:24]=[CH:23][CH:22]=1)=[O:18]. Product: [CH2:20]([O:19][C:17](=[O:18])[NH:10][C:7]1[CH:8]=[CH:9][C:4]([C:2](=[O:3])[CH3:1])=[CH:5][CH:6]=1)[C:21]1[CH:26]=[CH:25][CH:24]=[CH:23][CH:22]=1. (3) Reactant: [NH2:1][C:2]1[CH:7]=[CH:6][CH:5]=[CH:4][CH:3]=1.C(=O)([O-])[O-].[K+].[K+].[Cl:14][CH2:15][CH2:16][C:17](Cl)=[O:18]. Product: [Cl:14][CH2:15][CH2:16][C:17]([NH:1][C:2]1[CH:7]=[CH:6][CH:5]=[CH:4][CH:3]=1)=[O:18]. The catalyst class is: 283.